From a dataset of NCI-60 drug combinations with 297,098 pairs across 59 cell lines. Regression. Given two drug SMILES strings and cell line genomic features, predict the synergy score measuring deviation from expected non-interaction effect. (1) Drug 1: C1CC(C1)(C(=O)O)C(=O)O.[NH2-].[NH2-].[Pt+2]. Drug 2: CN(C(=O)NC(C=O)C(C(C(CO)O)O)O)N=O. Cell line: SK-OV-3. Synergy scores: CSS=3.19, Synergy_ZIP=0.299, Synergy_Bliss=2.15, Synergy_Loewe=-2.89, Synergy_HSA=-1.77. (2) Drug 1: CC1OCC2C(O1)C(C(C(O2)OC3C4COC(=O)C4C(C5=CC6=C(C=C35)OCO6)C7=CC(=C(C(=C7)OC)O)OC)O)O. Drug 2: CCC1(CC2CC(C3=C(CCN(C2)C1)C4=CC=CC=C4N3)(C5=C(C=C6C(=C5)C78CCN9C7C(C=CC9)(C(C(C8N6C)(C(=O)OC)O)OC(=O)C)CC)OC)C(=O)OC)O.OS(=O)(=O)O. Cell line: SNB-19. Synergy scores: CSS=50.3, Synergy_ZIP=-3.20, Synergy_Bliss=-4.88, Synergy_Loewe=-12.7, Synergy_HSA=-1.17. (3) Drug 1: CN1C2=C(C=C(C=C2)N(CCCl)CCCl)N=C1CCCC(=O)O.Cl. Drug 2: C1=NC2=C(N=C(N=C2N1C3C(C(C(O3)CO)O)F)Cl)N. Cell line: NCI-H460. Synergy scores: CSS=-0.706, Synergy_ZIP=1.62, Synergy_Bliss=0.214, Synergy_Loewe=-0.230, Synergy_HSA=-1.62.